Dataset: Reaction yield outcomes from USPTO patents with 853,638 reactions. Task: Predict the reaction yield, written as a fraction of the theoretical maximum amount of product (1.0 means a 100% yield; for example, 0.34 means a 34% yield). (1) The reactants are C(=O)([O-])O.[Na+].Cl[C:7]1[N:12]=[CH:11][C:10]([C:13]([O:15]C)=[O:14])=[CH:9][N:8]=1.CC1(C)C(C)(C)OB([C:25]2[CH2:30][CH2:29][N:28]([C:31]([O:33][C:34]([CH3:37])([CH3:36])[CH3:35])=[O:32])[CH2:27][CH:26]=2)O1.C1(P(C2C=CC=CC=2)C2C=CC=CC=2)C=CC=CC=1. The catalyst is COCCOC.O.C([O-])(=O)C.[Pd+2].C([O-])(=O)C. The product is [C:34]([O:33][C:31]([N:28]1[CH2:27][CH:26]=[C:25]([C:7]2[N:8]=[CH:9][C:10]([C:13]([OH:15])=[O:14])=[CH:11][N:12]=2)[CH2:30][CH2:29]1)=[O:32])([CH3:37])([CH3:35])[CH3:36]. The yield is 0.840. (2) The reactants are [C:1]([O:5][C:6]([N:8]1[CH2:13][CH2:12][N:11]([CH2:14][C:15]2[CH:20]=[CH:19][C:18]([N+:21]([O-])=O)=[CH:17][CH:16]=2)[CH2:10][CH2:9]1)=[O:7])([CH3:4])([CH3:3])[CH3:2].O.O.[Sn](Cl)(Cl)(Cl)Cl.C(=O)(O)[O-].[Na+]. The catalyst is C(OCC)(=O)C. The product is [C:1]([O:5][C:6]([N:8]1[CH2:9][CH2:10][N:11]([CH2:14][C:15]2[CH:16]=[CH:17][C:18]([NH2:21])=[CH:19][CH:20]=2)[CH2:12][CH2:13]1)=[O:7])([CH3:4])([CH3:2])[CH3:3]. The yield is 0.890. (3) The reactants are [CH2:1]([O:3][C:4](=[O:13])[CH2:5][C@H:6]1[CH2:11][CH2:10][C@H:9]([NH2:12])[CH2:8][CH2:7]1)[CH3:2].[C:14]([O:18][C:19](O[C:19]([O:18][C:14]([CH3:17])([CH3:16])[CH3:15])=[O:20])=[O:20])([CH3:17])([CH3:16])[CH3:15].C(N(CC)CC)C.O. The catalyst is ClCCl.CN(C)C1C=CN=CC=1. The product is [CH2:1]([O:3][C:4](=[O:13])[CH2:5][C@H:6]1[CH2:7][CH2:8][C@H:9]([NH:12][C:19]([O:18][C:14]([CH3:17])([CH3:16])[CH3:15])=[O:20])[CH2:10][CH2:11]1)[CH3:2]. The yield is 0.600. (4) The catalyst is CN(C=O)C. The reactants are [Br:1][C:2]1[N:3]=[C:4]([C:9]#[C:10][Si](C)(C)C)[C:5]([NH2:8])=[N:6][CH:7]=1.[H-].[Na+].[C:17]1([CH3:27])[CH:22]=[CH:21][C:20]([S:23](Cl)(=[O:25])=[O:24])=[CH:19][CH:18]=1. The yield is 0.520. The product is [Br:1][C:2]1[N:3]=[C:4]2[CH:9]=[CH:10][N:8]([S:23]([C:20]3[CH:21]=[CH:22][C:17]([CH3:27])=[CH:18][CH:19]=3)(=[O:25])=[O:24])[C:5]2=[N:6][CH:7]=1. (5) The reactants are [CH3:1][C@H:2]([NH2:9])[C:3]1[CH:8]=[CH:7][CH:6]=[CH:5][CH:4]=1.[CH2:10]([O:17][C:18]1[CH:19]=[C:20]([CH:23]=[CH:24][CH:25]=1)[CH:21]=O)[C:11]1[CH:16]=[CH:15][CH:14]=[CH:13][CH:12]=1. The product is [CH2:10]([O:17][C:18]1[CH:19]=[C:20]([CH:23]=[CH:24][CH:25]=1)[CH:21]=[N:9][C@@H:2]([CH3:1])[C:3]1[CH:8]=[CH:7][CH:6]=[CH:5][CH:4]=1)[C:11]1[CH:12]=[CH:13][CH:14]=[CH:15][CH:16]=1. The catalyst is COC(C)(C)C. The yield is 1.15. (6) The reactants are [F:1][C:2]1[CH:16]=[CH:15][C:14]([F:17])=[CH:13][C:3]=1[CH2:4][C:5]1[O:9][N:8]=[C:7]([C:10]([OH:12])=O)[CH:6]=1.[Cl:18][C:19]1[CH:27]=[C:26]2[C:22]([C:23]([CH2:28][CH2:29][NH2:30])=[CH:24][NH:25]2)=[CH:21][C:20]=1[CH3:31].CN(C(ON1N=NC2C=CC=NC1=2)=[N+](C)C)C.F[P-](F)(F)(F)(F)F.C(N(CC)C(C)C)(C)C. The catalyst is CN(C=O)C. The product is [Cl:18][C:19]1[CH:27]=[C:26]2[C:22]([C:23]([CH2:28][CH2:29][NH:30][C:10]([C:7]3[CH:6]=[C:5]([CH2:4][C:3]4[CH:13]=[C:14]([F:17])[CH:15]=[CH:16][C:2]=4[F:1])[O:9][N:8]=3)=[O:12])=[CH:24][NH:25]2)=[CH:21][C:20]=1[CH3:31]. The yield is 0.0200.